This data is from Forward reaction prediction with 1.9M reactions from USPTO patents (1976-2016). The task is: Predict the product of the given reaction. (1) Given the reactants [Cl:1][CH2:2][C:3]([C:5]1[CH:10]=[CH:9][CH:8]=[CH:7][CH:6]=1)=[O:4].[F:11][C:12]1[CH:17]=[CH:16][C:15]([CH:18]([N:30]2[CH2:35][CH2:34][CH2:33][CH2:32][CH2:31]2)[C:19]([O:21][C@@H:22]2[CH:27]3[CH2:28][CH2:29][N:24]([CH2:25][CH2:26]3)[CH2:23]2)=[O:20])=[CH:14][CH:13]=1.CCOCC, predict the reaction product. The product is: [Cl-:1].[F:11][C:12]1[CH:17]=[CH:16][C:15]([CH:18]([N:30]2[CH2:31][CH2:32][CH2:33][CH2:34][CH2:35]2)[C:19]([O:21][C@@H:22]2[CH:27]3[CH2:28][CH2:29][N+:24]([CH2:2][C:3](=[O:4])[C:5]4[CH:10]=[CH:9][CH:8]=[CH:7][CH:6]=4)([CH2:25][CH2:26]3)[CH2:23]2)=[O:20])=[CH:14][CH:13]=1. (2) Given the reactants Br[C:2]1[C:6]2[CH:7]=[CH:8][CH:9]=[CH:10][C:5]=2[O:4][C:3]=1[C:11]1[CH:12]=[C:13]2[C:18](=[CH:19][CH:20]=1)[N:17]=[C:16]([C:21]([F:24])([F:23])[F:22])[CH:15]=[C:14]2[O:25][CH3:26].CCN(CC)CC.[CH3:34][C:35]1C=C[CH:38]=[CH:37][C:36]=1P([C:36]1[CH:37]=[CH:38]C=C[C:35]=1[CH3:34])[C:36]1[CH:37]=[CH:38]C=C[C:35]=1[CH3:34], predict the reaction product. The product is: [CH:34]([C:2]1[C:6]2[CH:7]=[CH:8][CH:9]=[CH:10][C:5]=2[O:4][C:3]=1[C:11]1[CH:12]=[C:13]2[C:18](=[CH:19][CH:20]=1)[N:17]=[C:16]([C:21]([F:24])([F:23])[F:22])[CH:15]=[C:14]2[O:25][CH3:26])=[CH:35][CH2:36][CH2:37][CH3:38]. (3) Given the reactants [CH3:1][O:2][C:3]1[CH:4]=[C:5]2[C:9](=[CH:10][CH:11]=1)[N:8]([C:12](=[O:21])[C:13]1[CH:18]=[CH:17][C:16]([O:19][CH3:20])=[CH:15][CH:14]=1)[C:7]([C:22]([OH:24])=[O:23])=[CH:6]2, predict the reaction product. The product is: [CH3:1][O:2][C:3]1[CH:4]=[C:5]2[C:9](=[CH:10][CH:11]=1)[N:8]([C:12](=[O:21])[C:13]1[CH:18]=[CH:17][C:16]([O:19][CH3:20])=[CH:15][CH:14]=1)[CH:7]([C:22]([OH:24])=[O:23])[CH2:6]2. (4) Given the reactants [C:12]([O:11][C:9](O[C:9]([O:11][C:12]([CH3:15])([CH3:14])[CH3:13])=[O:10])=[O:10])([CH3:15])([CH3:14])[CH3:13].[C:16]1([NH2:23])[CH:21]=[CH:20][CH:19]=[C:18]([NH2:22])[CH:17]=1, predict the reaction product. The product is: [C:12]([O:11][C:9](=[O:10])[NH:22][C:18]1[CH:19]=[CH:20][CH:21]=[C:16]([NH2:23])[CH:17]=1)([CH3:13])([CH3:14])[CH3:15]. (5) Given the reactants [Cl:1][C:2]1[CH:7]=[CH:6][C:5]([NH:8]C(=O)OC(C)(C)C)=[C:4]([CH:16]([OH:25])[C:17]2[CH:22]=[CH:21][CH:20]=[CH:19][C:18]=2[O:23][CH3:24])[CH:3]=1.Cl, predict the reaction product. The product is: [NH2:8][C:5]1[CH:6]=[CH:7][C:2]([Cl:1])=[CH:3][C:4]=1[CH:16]([C:17]1[CH:22]=[CH:21][CH:20]=[CH:19][C:18]=1[O:23][CH3:24])[OH:25]. (6) Given the reactants [C:1]([O:5][C:6](=[O:15])[NH:7][CH2:8][CH:9]1[CH2:14][CH2:13][CH2:12][NH:11][CH2:10]1)([CH3:4])([CH3:3])[CH3:2].C(N(CC)CC)C.[F:23][C:24]([F:35])([F:34])[C:25]1[CH:26]=[C:27]([CH:31]=[CH:32][CH:33]=1)[C:28](Cl)=[O:29], predict the reaction product. The product is: [C:1]([O:5][C:6](=[O:15])[NH:7][CH2:8][CH:9]1[CH2:14][CH2:13][CH2:12][N:11]([C:28](=[O:29])[C:27]2[CH:31]=[CH:32][CH:33]=[C:25]([C:24]([F:23])([F:34])[F:35])[CH:26]=2)[CH2:10]1)([CH3:4])([CH3:2])[CH3:3]. (7) Given the reactants [OH:1][CH2:2][CH:3]1[CH2:8][CH2:7][N:6]([C:9]([O:11][C:12]([CH3:15])([CH3:14])[CH3:13])=[O:10])[CH2:5][CH2:4]1.C1C=C[NH+]=CC=1.[O-][Cr](Cl)(=O)=O, predict the reaction product. The product is: [CH:2]([CH:3]1[CH2:8][CH2:7][N:6]([C:9]([O:11][C:12]([CH3:15])([CH3:14])[CH3:13])=[O:10])[CH2:5][CH2:4]1)=[O:1]. (8) Given the reactants [Br:1][C:2]1[CH:11]=[C:10]2[C:5]([CH2:6][CH2:7][NH:8][CH2:9]2)=[CH:4][CH:3]=1.C(N(CC)CC)C.[C:19](Cl)(=[O:21])[CH3:20].O, predict the reaction product. The product is: [Br:1][C:2]1[CH:11]=[C:10]2[C:5]([CH2:6][CH2:7][N:8]([C:19](=[O:21])[CH3:20])[CH2:9]2)=[CH:4][CH:3]=1.